Dataset: Retrosynthesis with 50K atom-mapped reactions and 10 reaction types from USPTO. Task: Predict the reactants needed to synthesize the given product. Given the product CCOC(=O)CC1(CCC(/C=C/c2ccccc2O)Cc2ccc(C(=O)OC)cc2)CC1, predict the reactants needed to synthesize it. The reactants are: CCOC(=O)CC1(CCC(C=O)Cc2ccc(C(=O)OC)cc2)CC1.Oc1ccccc1C[P+](c1ccccc1)(c1ccccc1)c1ccccc1.